From a dataset of Forward reaction prediction with 1.9M reactions from USPTO patents (1976-2016). Predict the product of the given reaction. (1) Given the reactants [Br:1][C:2]1[C:11]([F:12])=[CH:10][CH:9]=[C:8]2[C:3]=1[CH2:4][CH2:5][N:6]([C:17](=[O:27])[CH2:18][NH:19][C:20](OC(C)(C)C)=[O:21])[CH:7]2[CH2:13]C(O)=O.BrC1C(F)=CC=C2C=1CCN(C(=O)CNC(OC(C)(C)C)=O)C2CC(OC)=O.[OH-].[Na+], predict the reaction product. The product is: [Br:1][C:2]1[C:11]([F:12])=[CH:10][CH:9]=[C:8]2[C:3]=1[CH2:4][CH2:5][N:6]1[C:17](=[O:27])[CH2:18][NH:19][C:20](=[O:21])[CH:13]=[C:7]12. (2) Given the reactants C[O:2][C:3]([C:5]1[CH2:9][CH:8]([C:10]2[CH:11]=[N:12][C:13]([Br:16])=[CH:14][CH:15]=2)[N:7]([C:17]2[CH:22]=[CH:21][CH:20]=[CH:19][C:18]=2[Cl:23])[N:6]=1)=[O:4].[OH-].[K+].CO, predict the reaction product. The product is: [Br:16][C:13]1[N:12]=[CH:11][C:10]([CH:8]2[N:7]([C:17]3[CH:22]=[CH:21][CH:20]=[CH:19][C:18]=3[Cl:23])[N:6]=[C:5]([C:3]([OH:4])=[O:2])[CH2:9]2)=[CH:15][CH:14]=1. (3) Given the reactants [NH2:1][C:2]1[NH:6][N:5]=[CH:4][C:3]=1[C:7]#[N:8].[O:9]1[CH2:14][CH2:13][O:12][C:11]2[CH:15]=[C:16]([C:19](=O)[CH2:20][C:21](OCC)=[O:22])[CH:17]=[CH:18][C:10]1=2, predict the reaction product. The product is: [O:9]1[CH2:14][CH2:13][O:12][C:11]2[CH:15]=[C:16]([C:19]3[NH:1][C:2]4[N:6]([N:5]=[CH:4][C:3]=4[C:7]#[N:8])[C:21](=[O:22])[CH:20]=3)[CH:17]=[CH:18][C:10]1=2.